From a dataset of Antibody developability classification from SAbDab with 2,409 antibodies. Regression/Classification. Given an antibody's heavy chain and light chain sequences, predict its developability. TAP uses regression for 5 developability metrics; SAbDab uses binary classification. (1) The antibody is ['2r2e', 'PROT_3C89CF21']. Result: 1 (developable). (2) The antibody is ['QVQLQQSGAELVRPGTSVKVSCKASGYAFTNYLIEWVKQRPGQGLEWIGAINPGSGATNYNEKFKDKARLTADKSSNTAYLQFSSLTSDDSAVYFCARFLGNYFDNWGQGATLTVSS', 'DIQMTQSPASLSASVGETVTITCRASGNIHSYLAWYQQKQGKSPQLLVYYAETLADGVPSRFSGRGSGTQYSLKINSLQPEDFGSYFCQQFWTTPYTFGGGTKVEIK']. Result: 0 (not developable). (3) The antibody is ['QVQLQQSGAELVKPGASVKLSCTASGFNIKDTYMHWVKQRPEQGLEWIGRIDPANGNTKYDPKFQGKATITADTSSNTAYLQLSSLTSEDTAVYYCASYYGIYWGQGTTLTVSS', 'DIQMTQSPSSLSASLGERVSLTCRASQEISGYLSWLQQKPDGTIKRLIYAASTLDSGVPKRFSGSRSGSDYSLTISSLESEDFADYYCLQYASYPRTFGGGTKVEIK']. Result: 0 (not developable). (4) The antibody is ['QVQLQESGGGLVQPGESLRLSCVGSGSSFGESTLSYYAVSWVRQAPGKGLEWLSIINAGGGDIDYADSVEGRFTISRDNSKETLYLQMTNLRVEDTGVYYCAKHMSMQQVPGSGWERADLVGDAFDVWGQGTMVTVSS', 'DIQLTQSPSSLSASVGDRVTLTCQASQDIRKFLNWYQQKPGKGPKLLIYDASNLQRGVPSRFSGGGSGTDFTLIISSLQPEDVGTYYCQQYDGLPFTFGGGTKVVIK']. Result: 0 (not developable). (5) The antibody is ['EVQLQESGPGLVQPSQSLSITCTVSGFSLTTYGVHWVRQSPGKGLEWLGVIWSGGTTEYNAAFISRLSISKDNSKSQVFFKMNSLQTNDTAIYFCVRMRITTDWFAYWGQGTLVTVSA', 'DVLMTQTPLSLPVSLGDQASISCRSSQTIVHKNGNTYLEWYLQKPGQSPKLLIYKVSNRFSGVPDRFSGSGSGTDFTLKISRVEAADLGVYYCFQGSHVPYTFGGGTKLEIK']. Result: 0 (not developable). (6) The antibody is ['4xbe', '4wy7_L']. Result: 0 (not developable).